This data is from Reaction yield outcomes from USPTO patents with 853,638 reactions. The task is: Predict the reaction yield, written as a fraction of the theoretical maximum amount of product (1.0 means a 100% yield; for example, 0.34 means a 34% yield). (1) The reactants are Cl[C:2]1[C:3]([N+:9]([O-:11])=[O:10])=[C:4]([CH:6]=[CH:7][CH:8]=1)[NH2:5].[SH:12][CH2:13][CH2:14][OH:15].C(=O)([O-])[O-].[K+].[K+]. The catalyst is CN(C=O)C. The product is [NH2:5][C:4]1[C:3]([N+:9]([O-:11])=[O:10])=[C:2]([S:12][CH2:13][CH2:14][OH:15])[CH:8]=[CH:7][CH:6]=1. The yield is 0.930. (2) The reactants are [CH3:1][C:2]1[CH:8]=[CH:7][C:5]([NH2:6])=[CH:4][CH:3]=1.[F:9][C:10]([F:21])([F:20])[C:11]1[N:16]=[CH:15][C:14]([CH2:17][C:18]#N)=[CH:13][CH:12]=1. No catalyst specified. The product is [C:2]1([CH3:1])[CH:8]=[CH:7][C:5]([NH:6][CH2:18][CH2:17][C:14]2[CH:15]=[N:16][C:11]([C:10]([F:21])([F:9])[F:20])=[CH:12][CH:13]=2)=[CH:4][CH:3]=1. The yield is 0.350.